Dataset: CYP1A2 inhibition data for predicting drug metabolism from PubChem BioAssay. Task: Regression/Classification. Given a drug SMILES string, predict its absorption, distribution, metabolism, or excretion properties. Task type varies by dataset: regression for continuous measurements (e.g., permeability, clearance, half-life) or binary classification for categorical outcomes (e.g., BBB penetration, CYP inhibition). Dataset: cyp1a2_veith. (1) The molecule is COC(=O)c1cn(NC(=O)c2ccc(F)cc2)c(=O)c2ccccc12. The result is 0 (non-inhibitor). (2) The drug is Cc1ccccc1-c1nc(Nc2ccncc2)c2ccccc2n1. The result is 1 (inhibitor). (3) The drug is Cn1c(=O)c(-c2cc(F)cc(F)c2)nc2cnc(N3CCNCC3)nc21. The result is 1 (inhibitor). (4) The molecule is CCN1CCN(c2nc3c(c(=O)[nH]c(=O)n3C)n2CCCSc2ncccn2)CC1. The result is 0 (non-inhibitor). (5) The molecule is C=CCN1CC[C@]23c4c5ccc(O)c4O[C@@H]2C(=O)CC[C@@]3(O)[C@H]1C5. The result is 0 (non-inhibitor).